Dataset: Choline transporter screen with 302,306 compounds. Task: Binary Classification. Given a drug SMILES string, predict its activity (active/inactive) in a high-throughput screening assay against a specified biological target. (1) The drug is S(=O)(=O)(N1CCCCCC1)c1c(ccc(NC(=O)COC(=O)CNC(=O)c2cc([N+]([O-])=O)ccc2)c1)C. The result is 0 (inactive). (2) The molecule is Clc1c(NS(=O)(=O)c2c3ncccc3ccc2)ccc(c1)C. The result is 0 (inactive). (3) The drug is Clc1ccc(C(=O)NCCC(=O)Nc2c(N3CCCC3)cccc2)cc1. The result is 0 (inactive). (4) The molecule is S(CC(=O)NC(CC(C)C)C(OC)=O)c1nc2n(c3c(c2nn1)cccc3)CC. The result is 0 (inactive). (5) The compound is S(CC(=O)Nc1cc(ccc1)C(F)(F)F)c1n[nH]nc1. The result is 0 (inactive). (6) The molecule is O=C1C(C(CC=2NC(=C(C(C12)c1ncccc1)C(OC)=O)C)c1ccc(OC)cc1)C(OC)=O. The result is 0 (inactive). (7) The compound is S(=O)(=O)(Nc1cc2CCCc2cc1)c1ccc(NC(=O)C)cc1. The result is 0 (inactive). (8) The drug is S(=O)(=O)(N1CCC(CC1)C)c1cc(C(=O)NCC2OCCC2)ccc1. The result is 0 (inactive). (9) The molecule is O(C1=C/C(=C\NNc2ccc(cc2)C(O)=O)C=CC1=O)C. The result is 0 (inactive).